This data is from Catalyst prediction with 721,799 reactions and 888 catalyst types from USPTO. The task is: Predict which catalyst facilitates the given reaction. (1) Reactant: Cl[CH2:2][CH2:3][NH:4][C:5]([NH:7][C:8]1[CH:13]=[CH:12][N:11]=[C:10]([Cl:14])[CH:9]=1)=[O:6].[H-].[Na+]. Product: [Cl:14][C:10]1[CH:9]=[C:8]([N:7]2[CH2:2][CH2:3][NH:4][C:5]2=[O:6])[CH:13]=[CH:12][N:11]=1. The catalyst class is: 1. (2) Reactant: [F:1][C:2]1[CH:7]=[CH:6][C:5]([C@H:8]2[CH2:13][N:12]([CH2:14][C:15]3[CH:20]=[CH:19][CH:18]=[CH:17][CH:16]=3)[C:11](=O)[CH2:10][O:9]2)=[CH:4][CH:3]=1.[H-].[Al+3].[Li+].[H-].[H-].[H-]. Product: [F:1][C:2]1[CH:3]=[CH:4][C:5]([C@@H:8]2[O:9][CH2:10][CH2:11][N:12]([CH2:14][C:15]3[CH:16]=[CH:17][CH:18]=[CH:19][CH:20]=3)[CH2:13]2)=[CH:6][CH:7]=1. The catalyst class is: 7. (3) Reactant: Cl[C:2]([O:4][C:5]1[CH:10]=[CH:9][C:8]([N+:11]([O-:13])=[O:12])=[CH:7][CH:6]=1)=[O:3].N1C=CC=CC=1.[CH:20]1([CH2:26][C@H:27]([OH:36])[C:28]([N:30]2[CH2:35][CH2:34][O:33][CH2:32][CH2:31]2)=[O:29])[CH2:25][CH2:24][CH2:23][CH2:22][CH2:21]1. Product: [C:2](=[O:3])([O:4][C:5]1[CH:6]=[CH:7][C:8]([N+:11]([O-:13])=[O:12])=[CH:9][CH:10]=1)[O:36][C@H:27]([C:28]([N:30]1[CH2:31][CH2:32][O:33][CH2:34][CH2:35]1)=[O:29])[CH2:26][CH:20]1[CH2:25][CH2:24][CH2:23][CH2:22][CH2:21]1. The catalyst class is: 12.